This data is from Full USPTO retrosynthesis dataset with 1.9M reactions from patents (1976-2016). The task is: Predict the reactants needed to synthesize the given product. (1) Given the product [C:3]1([C:22]2[CH:23]=[CH:24][C:25]3[CH2:31][CH2:30][C:29]4[C:33]([OH:39])=[CH:34][C:35]([OH:37])=[CH:36][C:28]=4[O:27][C:26]=3[CH:41]=2)[CH:13]=[CH:7][CH:6]=[CH:5][CH:4]=1, predict the reactants needed to synthesize it. The reactants are: CO[C:3]1[C:13]2CC[C:4]3[CH:5]=[CH:6][C:7](Br)=[CH:13][C:3]=3O[C:7]=2[CH:6]=[C:5](OC)[CH:4]=1.Br[C:22]1[CH:23]=[CH:24][C:25]2[CH2:31][C:30](=O)[C:29]3[C:33]([O:39]C)=[CH:34][C:35]([O:37]C)=[CH:36][C:28]=3[O:27][C:26]=2[CH:41]=1.C1(B(O)O)C=CC=CC=1.C(=O)([O-])[O-].[K+].[K+].Cl. (2) Given the product [C:25]1([C:2]2[C:19]([C:47]3[CH:52]=[CH:51][CH:50]=[CH:49][CH:48]=3)=[CH:18][C:17]3[C:16]4[C:11](=[CH:12][C:13]([C:47]5[CH:52]=[CH:51][CH:50]=[CH:49][CH:48]=5)=[C:14]([C:47]5[CH:52]=[CH:51][CH:50]=[CH:49][CH:48]=5)[CH:15]=4)[C:10]4[C:5](=[CH:6][C:7]([C:47]5[CH:48]=[CH:49][CH:50]=[CH:51][CH:52]=5)=[C:8]([C:2]5[CH:19]=[CH:18][CH:17]=[CH:4][CH:3]=5)[CH:9]=4)[C:4]=3[CH:3]=2)[CH:30]=[CH:29][CH:28]=[CH:27][CH:26]=1, predict the reactants needed to synthesize it. The reactants are: Br[C:2]1[C:19](Br)=[CH:18][C:17]2[C:16]3[C:11](=[CH:12][C:13](Br)=[C:14](Br)[CH:15]=3)[C:10]3[C:5](=[CH:6][C:7](Br)=[C:8](Br)[CH:9]=3)[C:4]=2[CH:3]=1.[C:25]1(B(O)O)[CH:30]=[CH:29][CH:28]=[CH:27][CH:26]=1.[C:47]1(P([C:47]2[CH:52]=[CH:51][CH:50]=[CH:49][CH:48]=2)[C:47]2[CH:52]=[CH:51][CH:50]=[CH:49][CH:48]=2)[CH:52]=[CH:51][CH:50]=[CH:49][CH:48]=1.C([O-])([O-])=O.[K+].[K+].